Dataset: Reaction yield outcomes from USPTO patents with 853,638 reactions. Task: Predict the reaction yield, written as a fraction of the theoretical maximum amount of product (1.0 means a 100% yield; for example, 0.34 means a 34% yield). The product is [ClH:8].[Cl:8][C:9]1[CH:10]=[C:11]([O:29][CH3:30])[C:12]([S:24]([CH2:27][CH3:28])(=[O:25])=[O:26])=[C:13]([CH2:15][NH2:16])[CH:14]=1. The reactants are Cl.C(OCC)(=O)C.[Cl:8][C:9]1[CH:10]=[C:11]([O:29][CH3:30])[C:12]([S:24]([CH2:27][CH3:28])(=[O:26])=[O:25])=[C:13]([CH2:15][NH:16]C(=O)OC(C)(C)C)[CH:14]=1. The yield is 0.900. The catalyst is CO.CCOC(C)=O.